From a dataset of Forward reaction prediction with 1.9M reactions from USPTO patents (1976-2016). Predict the product of the given reaction. (1) Given the reactants S(O)(O)(=O)=O.[NH2:6][C:7]1[NH:8][CH:9]=[CH:10][N:11]=1.[NH2:6][C:7]1[NH:8][CH:9]=[CH:10][N:11]=1.C([O-])(=O)C.[Na+].[Cl:23][C:24]1[CH:25]=[CH:26][C:27]([OH:37])=[C:28]([C:30](=O)/[CH:31]=[CH:32]/N(C)C)[CH:29]=1, predict the reaction product. The product is: [Cl:23][C:24]1[CH:25]=[CH:26][C:27]([OH:37])=[C:28]([C:30]2[N:8]3[CH:9]=[CH:10][N:11]=[C:7]3[N:6]=[CH:32][CH:31]=2)[CH:29]=1. (2) Given the reactants [CH3:1][C:2]1[N:7]([C:8]2[CH:13]=[CH:12][CH:11]=[C:10]([C:14]([F:17])([F:16])[F:15])[CH:9]=2)[C:6](=[O:18])[C:5]([C:19]([NH:21][CH2:22][C:23]2[CH:28]=[CH:27][C:26]([S:29]([CH3:32])(=[O:31])=[O:30])=[CH:25][CH:24]=2)=[O:20])=[CH:4][CH:3]=1.[N+:33]([O-])([OH:35])=[O:34], predict the reaction product. The product is: [CH3:1][C:2]1[N:7]([C:8]2[CH:13]=[CH:12][CH:11]=[C:10]([C:14]([F:17])([F:15])[F:16])[CH:9]=2)[C:6](=[O:18])[C:5]([C:19]([NH:21][CH2:22][C:23]2[CH:24]=[CH:25][C:26]([S:29]([CH3:32])(=[O:31])=[O:30])=[CH:27][CH:28]=2)=[O:20])=[CH:4][C:3]=1[N+:33]([O-:35])=[O:34]. (3) Given the reactants [CH2:1]([N:8]1[CH2:13][CH2:12][CH2:11][CH:10]([C:14]([O:16][CH2:17][CH3:18])=[O:15])[CH:9]1CCC[Br:22])[C:2]1[CH:7]=[CH:6][CH:5]=[CH:4][CH:3]=1.[C:23]1(C)[CH:28]=CC=C[CH:24]=1, predict the reaction product. The product is: [Br-:22].[CH2:1]([N+:8]12[CH2:9][C:10]([C:14]([O:16][CH2:17][CH3:18])=[O:15])([CH2:11][CH2:12][CH2:13]1)[CH2:28][CH2:23][CH2:24]2)[C:2]1[CH:3]=[CH:4][CH:5]=[CH:6][CH:7]=1. (4) Given the reactants [F:1][C:2]([F:26])([F:25])[C:3]1[C:4]2[N:5]([C:19]([C:22](O)=[O:23])=[CH:20][N:21]=2)[CH:6]=[C:7]([C:9]2[CH:14]=[CH:13][C:12]([C:15]([F:18])([F:17])[F:16])=[CH:11][CH:10]=2)[CH:8]=1.O[NH:28][C:29](=[NH:40])[C:30]1[CH:35]=[CH:34][CH:33]=[C:32]([S:36](=[O:39])(=[O:38])[NH2:37])[CH:31]=1, predict the reaction product. The product is: [F:26][C:2]([F:1])([F:25])[C:3]1[C:4]2[N:5]([C:19]([C:22]3[O:23][N:40]=[C:29]([C:30]4[CH:31]=[C:32]([S:36]([NH2:37])(=[O:38])=[O:39])[CH:33]=[CH:34][CH:35]=4)[N:28]=3)=[CH:20][N:21]=2)[CH:6]=[C:7]([C:9]2[CH:14]=[CH:13][C:12]([C:15]([F:17])([F:18])[F:16])=[CH:11][CH:10]=2)[CH:8]=1. (5) Given the reactants [CH:1]([NH:4][CH:5]1[CH2:10][CH2:9][N:8]([CH2:11][C:12]2[CH:13]=[N:14][CH:15]=[CH:16][C:17]=2[O:18][CH3:19])[CH2:7][CH2:6]1)([CH3:3])[CH3:2].[C:20]([OH:28])(=[O:27])[C:21]1[CH:26]=[CH:25][CH:24]=[CH:23][CH:22]=1, predict the reaction product. The product is: [C:20]([OH:28])(=[O:27])[C:21]1[CH:26]=[CH:25][CH:24]=[CH:23][CH:22]=1.[CH:1]([NH:4][CH:5]1[CH2:6][CH2:7][N:8]([CH2:11][C:12]2[CH:13]=[N:14][CH:15]=[CH:16][C:17]=2[O:18][CH3:19])[CH2:9][CH2:10]1)([CH3:3])[CH3:2]. (6) Given the reactants C(OC([NH:8][C:9]1[CH:14]=[C:13]([C:15]2[C:16]([C:29]3[CH:34]=[CH:33][CH:32]=[C:31]([C:35]([F:38])([F:37])[F:36])[CH:30]=3)=[N:17][N:18]([C:20]3[CH:21]=[CH:22][C:23]4[N:24]([CH:26]=[N:27][N:28]=4)[N:25]=3)[CH:19]=2)[CH:12]=[CH:11][N:10]=1)=O)(C)(C)C.C(OC(NC1C=C(C2C(C3C=CC=CC=3)=NN(C3C=CC4N(C=NN=4)N=3)C=2)C=CN=1)=O)(C)(C)C, predict the reaction product. The product is: [NH2:8][C:9]1[CH:14]=[C:13]([C:15]2[C:16]([C:29]3[CH:34]=[CH:33][CH:32]=[C:31]([C:35]([F:38])([F:37])[F:36])[CH:30]=3)=[N:17][N:18]([C:20]3[CH:21]=[CH:22][C:23]4[N:24]([CH:26]=[N:27][N:28]=4)[N:25]=3)[CH:19]=2)[CH:12]=[CH:11][N:10]=1. (7) Given the reactants [N:1]1(C(OCC2C3C(=CC=CC=3)C3C2=CC=CC=3)=O)[CH2:47][CH2:46][CH2:45][C@H:2]1[C:3]([N:5]1[CH2:44][CH2:43][CH2:42][C@H:6]1[C:7]([NH:9][C@H:10]([C:36]([C:38]([CH3:41])([CH3:40])[CH3:39])=[O:37])[CH2:11][CH2:12][CH2:13][NH:14][C:15](=[NH:35])[NH:16][S:17]([C:20]1[C:33]([CH3:34])=[C:31]([CH3:32])[C:30]2[O:29][C:26]([CH3:28])([CH3:27])[CH2:25][CH2:24][C:23]=2[C:21]=1[CH3:22])(=[O:19])=[O:18])=[O:8])=[O:4], predict the reaction product. The product is: [NH:1]1[CH2:47][CH2:46][CH2:45][C@H:2]1[C:3]([N:5]1[CH2:44][CH2:43][CH2:42][C@H:6]1[C:7]([NH:9][C@H:10]([C:36]([C:38]([CH3:39])([CH3:40])[CH3:41])=[O:37])[CH2:11][CH2:12][CH2:13][NH:14][C:15](=[NH:35])[NH:16][S:17]([C:20]1[C:33]([CH3:34])=[C:31]([CH3:32])[C:30]2[O:29][C:26]([CH3:28])([CH3:27])[CH2:25][CH2:24][C:23]=2[C:21]=1[CH3:22])(=[O:19])=[O:18])=[O:8])=[O:4].